From a dataset of Forward reaction prediction with 1.9M reactions from USPTO patents (1976-2016). Predict the product of the given reaction. (1) Given the reactants N([O-])=O.[Na+].[Cl:5][C:6]1[CH:18]=[CH:17][CH:16]=[CH:15][C:7]=1[O:8][C:9]1[S:13][C:12](N)=[N:11][CH:10]=1.[PH2](O)=O.[OH-].[Na+], predict the reaction product. The product is: [Cl:5][C:6]1[CH:18]=[CH:17][CH:16]=[CH:15][C:7]=1[O:8][C:9]1[S:13][CH:12]=[N:11][CH:10]=1. (2) Given the reactants [C:1]([N:8]1[CH2:12][CH2:11][CH2:10][CH:9]1[CH2:13][C:14]#[N:15])(OC(C)(C)C)=[O:2].[C:16](O)(C(F)(F)F)=O, predict the reaction product. The product is: [C:1]([N:8]1[CH2:12][CH2:11][CH2:10][C@H:9]1[CH2:13][C:14]#[N:15])(=[O:2])[CH3:16]. (3) Given the reactants [CH3:1][O:2][C:3]([C@@H:5]1[CH2:32][C@@H:31]2[CH2:33][N:6]1[C:7](=[O:45])[C@H:8]([CH:36]1[CH2:44][C:43]3[C:38](=[CH:39][CH:40]=[CH:41][CH:42]=3)[CH2:37]1)[NH:9][C:10](=[O:35])[O:11][C@@H:12]1[CH2:34][C@H:13]1[CH2:14][CH2:15][CH2:16][CH2:17][CH2:18][C:19]1[C:20]([O:30]2)=[N:21][C:22]2[CH:23]=[CH:24][CH:25]=[CH:26][C:27]=2[C:28]=1[OH:29])=[O:4].C1(P(C2C=CC=CC=2)C2C=CC=CC=2)C=CC=CC=1.[CH3:65][N:66]([CH3:71])[CH2:67][CH2:68][CH2:69]O.N(C(OC(C)C)=O)=NC(OC(C)C)=O, predict the reaction product. The product is: [CH3:1][O:2][C:3]([C@@H:5]1[CH2:32][C@@H:31]2[CH2:33][N:6]1[C:7](=[O:45])[C@H:8]([CH:36]1[CH2:37][C:38]3[C:43](=[CH:42][CH:41]=[CH:40][CH:39]=3)[CH2:44]1)[NH:9][C:10](=[O:35])[O:11][C@@H:12]1[CH2:34][C@H:13]1[CH2:14][CH2:15][CH2:16][CH2:17][CH2:18][C:19]1[C:20]([O:30]2)=[N:21][C:22]2[CH:23]=[CH:24][CH:25]=[CH:26][C:27]=2[C:28]=1[O:29][CH2:69][CH2:68][CH2:67][N:66]([CH3:71])[CH3:65])=[O:4].